Task: Predict the product of the given reaction.. Dataset: Forward reaction prediction with 1.9M reactions from USPTO patents (1976-2016) (1) Given the reactants [CH3:1][O:2][C:3]1[C:11]2[N:10]=[CH:9][N:8]([CH:12]3[CH2:17][CH2:16][CH2:15][CH2:14][O:13]3)[C:7]=2[CH:6]=[CH:5][C:4]=1[CH:18]=O.CC([O-])=O.[Na+].Cl.[OH:26][NH2:27], predict the reaction product. The product is: [CH3:1][O:2][C:3]1[C:11]2[N:10]=[CH:9][N:8]([CH:12]3[CH2:17][CH2:16][CH2:15][CH2:14][O:13]3)[C:7]=2[CH:6]=[CH:5][C:4]=1[CH:18]=[N:27][OH:26]. (2) Given the reactants [O-:1][N+:2]1[C:7]2[CH:8]=[CH:9][CH:10]=[CH:11][C:6]=2[N:5]=[C:4]([N:12]2[CH2:17][CH2:16][CH:15]([CH2:18][C:19]([NH:21][C:22]3[S:23][CH:24]=[CH:25][C:26]=3[C:27]([O:29]C)=[O:28])=[O:20])[CH2:14][CH2:13]2)[N:3]=1.Cl.[NH+]1C=CC=CC=1.Cl, predict the reaction product. The product is: [O-:1][N+:2]1[C:7]2[CH:8]=[CH:9][CH:10]=[CH:11][C:6]=2[N:5]=[C:4]([N:12]2[CH2:17][CH2:16][CH:15]([CH2:18][C:19]([NH:21][C:22]3[S:23][CH:24]=[CH:25][C:26]=3[C:27]([OH:29])=[O:28])=[O:20])[CH2:14][CH2:13]2)[N:3]=1. (3) Given the reactants [CH2:1]([O:3][C:4](=[O:44])/[C:5](/[CH3:43])=[CH:6]/[C@@H:7]([N:11]([C:14](=[O:42])[C@@H:15]([NH:20][C:21](=[O:41])[C@@H:22]([N:32](C(OC(C)(C)C)=O)[CH3:33])[C:23]([CH3:31])([C:25]1[CH:30]=[CH:29][CH:28]=[CH:27][CH:26]=1)[CH3:24])[C:16]([CH3:19])([CH3:18])[CH3:17])[CH2:12]C)[CH2:8][CH2:9][CH3:10])[CH3:2], predict the reaction product. The product is: [CH2:1]([O:3][C:4](=[O:44])/[C:5](/[CH3:43])=[CH:6]/[C@@H:7]([N:11]([C:14](=[O:42])[C@@H:15]([NH:20][C:21](=[O:41])[C@@H:22]([NH:32][CH3:33])[C:23]([CH3:24])([C:25]1[CH:30]=[CH:29][CH:28]=[CH:27][CH:26]=1)[CH3:31])[C:16]([CH3:17])([CH3:19])[CH3:18])[CH3:12])[CH2:8][CH2:9][CH3:10])[CH3:2].